This data is from Forward reaction prediction with 1.9M reactions from USPTO patents (1976-2016). The task is: Predict the product of the given reaction. The product is: [CH3:50][N:51]1[C:55]([NH:56][C:5](=[O:6])[C:4]2[CH:8]=[C:9]([C:12]3[CH:20]=[C:19]4[C:15]([C:16]([C:21]5[CH:22]=[CH:23][C:24]([F:27])=[CH:25][CH:26]=5)=[N:17][NH:18]4)=[CH:14][CH:13]=3)[C:10]([CH3:11])=[C:2]([F:1])[CH:3]=2)=[C:54]([CH3:57])[CH:53]=[N:52]1. Given the reactants [F:1][C:2]1[CH:3]=[C:4]([CH:8]=[C:9]([C:12]2[CH:20]=[C:19]3[C:15]([C:16]([C:21]4[CH:26]=[CH:25][C:24]([F:27])=[CH:23][CH:22]=4)=[N:17][NH:18]3)=[CH:14][CH:13]=2)[C:10]=1[CH3:11])[C:5](O)=[O:6].ON1C2N=CC=CC=2N=N1.Cl.CN(C)CCCN=C=NCC.[CH3:50][N:51]1[C:55]([NH2:56])=[C:54]([CH3:57])[CH:53]=[N:52]1, predict the reaction product.